Dataset: Peptide-MHC class II binding affinity with 134,281 pairs from IEDB. Task: Regression. Given a peptide amino acid sequence and an MHC pseudo amino acid sequence, predict their binding affinity value. This is MHC class II binding data. The peptide sequence is IRQAGVQYSRADEEQ. The MHC is HLA-DPA10301-DPB10402 with pseudo-sequence HLA-DPA10301-DPB10402. The binding affinity (normalized) is 0.